This data is from Reaction yield outcomes from USPTO patents with 853,638 reactions. The task is: Predict the reaction yield, written as a fraction of the theoretical maximum amount of product (1.0 means a 100% yield; for example, 0.34 means a 34% yield). The yield is 0.925. The reactants are [NH:1]1[CH2:6][CH2:5][NH:4][CH2:3][C:2]1=[O:7].[CH:8]1[C:17]2[C:12](=[CH:13][CH:14]=[CH:15][CH:16]=2)[CH:11]=[CH:10][C:9]=1[S:18](Cl)(=[O:20])=[O:19].C(N(C(C)C)CC)(C)C. The catalyst is ClCCl. The product is [CH:8]1[C:17]2[C:12](=[CH:13][CH:14]=[CH:15][CH:16]=2)[CH:11]=[CH:10][C:9]=1[S:18]([N:4]1[CH2:5][CH2:6][NH:1][C:2](=[O:7])[CH2:3]1)(=[O:19])=[O:20].